From a dataset of Cav3 T-type calcium channel HTS with 100,875 compounds. Binary Classification. Given a drug SMILES string, predict its activity (active/inactive) in a high-throughput screening assay against a specified biological target. (1) The compound is P(=O)(NC(C1C(C1)C(=O)Nc1cc2c(cc1)cccc2)c1ccccc1)(c1ccccc1)c1ccccc1. The result is 0 (inactive). (2) The drug is s1c(Cc2cc3OCOc3cc2)c(nc1N)C. The result is 0 (inactive). (3) The drug is Clc1ccc(NC(=O)C(CCCC)CC)nc1. The result is 0 (inactive). (4) The drug is S(=O)(=O)(N1C(CCC1)C(O)=O)c1c2c3c([nH]c(=O)c3ccc2)cc1. The result is 0 (inactive). (5) The compound is N1(C(CC2CCCCC2)CN=C1N)CCCC. The result is 0 (inactive). (6) The drug is S=C(NC(C)C)NN(c1ccccc1)c1ccccc1. The result is 0 (inactive). (7) The compound is O1C(C(=O)N(c2c1ccc(C(=O)N1CCCCCC1)c2)CC(=O)c1cc(OC)ccc1)(C)C. The result is 0 (inactive). (8) The compound is O=C(N1CC(CCC1)(C)C)c1cc2c(n(c1=O)c1ccccc1)CC(CC2=O)(C)C. The result is 0 (inactive). (9) The molecule is S(c1n(c(nn1)Cc1sccc1)c1ccc(cc1)C)CC(=O)N. The result is 0 (inactive). (10) The drug is s1c(/C=C(/NC(=O)c2ccc(C(C)(C)C)cc2)C(=O)NCc2occc2)ccc1. The result is 0 (inactive).